This data is from Catalyst prediction with 721,799 reactions and 888 catalyst types from USPTO. The task is: Predict which catalyst facilitates the given reaction. (1) Reactant: [C:1]([NH:5][CH2:6][CH:7]([OH:27])[CH2:8][CH2:9][N:10]1[C:14]2[CH:15]=[CH:16][CH:17]=[CH:18][C:13]=2[N:12]([C:19]2[CH:24]=[CH:23][CH:22]=[CH:21][CH:20]=2)[S:11]1(=[O:26])=[O:25])([CH3:4])([CH3:3])[CH3:2].[C:28]([O:32][C:33](=[O:35])[NH2:34])([CH3:31])([CH3:30])[CH3:29].CC(OI1(OC(C)=O)(OC(C)=O)OC(=O)C2C=CC=CC1=2)=O. Product: [C:1]([NH:5][CH2:6][C:7](=[O:27])[CH2:8][CH2:9][N:10]1[C:14]2[CH:15]=[CH:16][CH:17]=[CH:18][C:13]=2[N:12]([C:19]2[CH:20]=[CH:21][CH:22]=[CH:23][CH:24]=2)[S:11]1(=[O:26])=[O:25])([CH3:4])([CH3:2])[CH3:3].[C:28]([O:32][C:33](=[O:35])[NH2:34])([CH3:31])([CH3:30])[CH3:29]. The catalyst class is: 4. (2) Reactant: [OH:1][C:2]([C:13]1[CH:18]=[CH:17][CH:16]=[CH:15][CH:14]=1)([CH2:11][OH:12])[C:3]([C:5]1[CH:10]=[CH:9][CH:8]=[CH:7][CH:6]=1)=[O:4].N1C=CC=CC=1.[Cl:25][CH2:26][CH2:27][C:28](Cl)=[O:29].C(OCC)(=O)C. Product: [C:13]1([C:2]([OH:1])([C:3]([C:5]2[CH:10]=[CH:9][CH:8]=[CH:7][CH:6]=2)=[O:4])[CH2:11][O:12][C:28](=[O:29])[CH2:27][CH2:26][Cl:25])[CH:18]=[CH:17][CH:16]=[CH:15][CH:14]=1. The catalyst class is: 95.